From a dataset of Full USPTO retrosynthesis dataset with 1.9M reactions from patents (1976-2016). Predict the reactants needed to synthesize the given product. (1) Given the product [Cl:34][C@H:19]1[C@@H:21]([CH3:23])[O:22][C@@H:16]([N:13]2[CH:12]=[N:11][C:10]3[C:14]2=[N:15][C:7]([O:6][CH:1]2[CH2:5][CH2:4][CH2:3][CH2:2]2)=[N:8][C:9]=3[NH2:24])[C@@H:17]1[OH:18].[Cl:34][C@H:17]1[C@H:19]([OH:20])[C@@H:21]([CH3:23])[O:22][C@H:16]1[N:13]1[CH:12]=[N:11][C:10]2[C:14]1=[N:15][C:7]([O:6][CH:1]1[CH2:5][CH2:4][CH2:3][CH2:2]1)=[N:8][C:9]=2[NH2:24], predict the reactants needed to synthesize it. The reactants are: [CH:1]1([O:6][C:7]2[N:15]=[C:14]3[C:10]([N:11]=[CH:12][N:13]3[C@@H:16]3[O:22][C@H:21]([CH3:23])[C@@H:19]([OH:20])[C@H:17]3[OH:18])=[C:9]([NH2:24])[N:8]=2)[CH2:5][CH2:4][CH2:3][CH2:2]1.C(OC(C([Cl:34])=O)(C)C)(=O)C. (2) Given the product [CH2:26]([O:25][C:16]1[N:15]=[C:14]2[C:19]([N:20]=[C:21]([O:22][CH3:23])[N:13]2[CH2:12][CH2:11][CH2:10][NH:9][CH2:7][CH:3]2[CH2:4][CH2:5][CH2:6][O:1][CH2:2]2)=[C:18]([NH2:24])[N:17]=1)[CH2:27][CH2:28][CH3:29], predict the reactants needed to synthesize it. The reactants are: [O:1]1[CH2:6][CH2:5][CH2:4][CH:3]([CH:7]=O)[CH2:2]1.[NH2:9][CH2:10][CH2:11][CH2:12][N:13]1[C:21]([O:22][CH3:23])=[N:20][C:19]2[C:14]1=[N:15][C:16]([O:25][CH2:26][CH2:27][CH2:28][CH3:29])=[N:17][C:18]=2[NH2:24].C(O[BH-](OC(=O)C)OC(=O)C)(=O)C.[Na+].C(O)(=O)C. (3) Given the product [CH2:1]([O:3][C:4]([N:6]1[CH2:11][CH2:10][CH:9]([C:12]2[C:20]3[C:15](=[CH:16][C:17]([F:21])=[CH:18][CH:19]=3)[N:14]([CH2:23][C:24]3[O:25][CH:26]=[CH:27][CH:28]=3)[CH:13]=2)[CH2:8][CH2:7]1)=[O:5])[CH3:2], predict the reactants needed to synthesize it. The reactants are: [CH2:1]([O:3][C:4]([N:6]1[CH2:11][CH2:10][CH:9]([C:12]2[C:20]3[C:15](=[CH:16][C:17]([F:21])=[CH:18][CH:19]=3)[NH:14][CH:13]=2)[CH2:8][CH2:7]1)=[O:5])[CH3:2].Br[CH2:23][C:24]1[O:25][CH:26]=[CH:27][CH:28]=1. (4) Given the product [NH2:1][C@@H:2]([CH:11]1[CH2:16][CH2:15][CH2:14][CH2:13][CH2:12]1)[CH2:3][C:4]([O:6][C:7]([CH3:10])([CH3:8])[CH3:9])=[O:5], predict the reactants needed to synthesize it. The reactants are: [NH2:1][C@@H:2]([C:11]1[CH:16]=[CH:15][CH:14]=[CH:13][CH:12]=1)[CH2:3][C:4]([O:6][C:7]([CH3:10])([CH3:9])[CH3:8])=[O:5]. (5) The reactants are: Br[C:2]1[N:6]2[N:7]=[C:8]([NH:11][CH2:12][CH2:13][CH2:14][CH3:15])[CH:9]=[CH:10][C:5]2=[N:4][CH:3]=1.[F:16][C:17]1[CH:31]=[C:30](B2OC(C)(C)C(C)(C)O2)[CH:29]=[CH:28][C:18]=1[CH2:19][NH:20][C:21](=[O:27])[O:22][C:23]([CH3:26])([CH3:25])[CH3:24].P([O-])([O-])([O-])=O.[K+].[K+].[K+]. Given the product [CH2:12]([NH:11][C:8]1[CH:9]=[CH:10][C:5]2[N:6]([C:2]([C:30]3[CH:29]=[CH:28][C:18]([CH2:19][NH:20][C:21](=[O:27])[O:22][C:23]([CH3:26])([CH3:24])[CH3:25])=[C:17]([F:16])[CH:31]=3)=[CH:3][N:4]=2)[N:7]=1)[CH2:13][CH2:14][CH3:15], predict the reactants needed to synthesize it. (6) Given the product [C:23]([C:22]1[CH:21]=[CH:20][C:19]([CH2:46][CH2:47][NH:14][C:12](=[O:13])[CH2:11][CH:15]2[C:28]3[C:23](=[CH:24][CH:25]=[CH:26][CH:27]=3)[C:22]3[CH:21]=[CH:20][CH:19]=[CH:18][C:17]=3[N:16]2[S:29]([C:32]2[CH:37]=[CH:36][C:35]([Cl:38])=[C:34]([Cl:39])[CH:33]=2)(=[O:30])=[O:31])=[CH:18][CH:17]=1)(=[NH:45])[NH2:44], predict the reactants needed to synthesize it. The reactants are: C(C1C=CC(CC[CH:11]([CH:15]2[C:28]3[C:23](=[CH:24][CH:25]=[CH:26][CH:27]=3)[C:22]3[CH:21]=[CH:20][CH:19]=[CH:18][C:17]=3[N:16]2[S:29]([C:32]2[CH:37]=[CH:36][C:35]([Cl:38])=[C:34]([Cl:39])[CH:33]=2)(=[O:31])=[O:30])[C:12]([NH2:14])=[O:13])=CC=1)#N.C(=O)([O-])[O-].[NH4+:44].[NH4+:45].[CH2:46](O)[CH3:47]. (7) Given the product [CH2:1]([NH:8][C:9]1[N:14]=[C:13]([CH3:15])[C:12]([CH:16]([CH2:21][CH2:22][CH3:23])[C:17]([OH:19])=[O:18])=[C:11]([C:24]2[CH:25]=[CH:26][C:27]([CH3:30])=[CH:28][CH:29]=2)[N:10]=1)[C:2]1[CH:3]=[CH:4][CH:5]=[CH:6][CH:7]=1, predict the reactants needed to synthesize it. The reactants are: [CH2:1]([NH:8][C:9]1[N:14]=[C:13]([CH3:15])[C:12]([CH:16]([CH2:21][CH2:22][CH3:23])[C:17]([O:19]C)=[O:18])=[C:11]([C:24]2[CH:29]=[CH:28][C:27]([CH3:30])=[CH:26][CH:25]=2)[N:10]=1)[C:2]1[CH:7]=[CH:6][CH:5]=[CH:4][CH:3]=1.[OH-].[Na+]. (8) Given the product [CH3:38][O:37][C:27]1[C:25]2[N:26]=[C:22]([C:5]3[NH:4][C:8]4=[N:9][C:10]([N:13]([CH3:21])[CH2:14][CH:15]5[CH2:20][CH2:19][O:18][CH2:17][CH2:16]5)=[CH:11][CH:12]=[C:7]4[N:6]=3)[S:23][C:24]=2[C:30]([N:31]2[CH2:36][CH2:35][O:34][CH2:33][CH2:32]2)=[CH:29][CH:28]=1, predict the reactants needed to synthesize it. The reactants are: COC[N:4]1[C:8]2=[N:9][C:10]([N:13]([CH3:21])[CH2:14][CH:15]3[CH2:20][CH2:19][O:18][CH2:17][CH2:16]3)=[CH:11][CH:12]=[C:7]2[N:6]=[C:5]1[C:22]1[S:23][C:24]2[C:30]([N:31]3[CH2:36][CH2:35][O:34][CH2:33][CH2:32]3)=[CH:29][CH:28]=[C:27]([O:37][CH3:38])[C:25]=2[N:26]=1.Cl. (9) Given the product [CH3:1][C:2]1[N:6]=[C:5]([C:7]2[C:8]3[CH2:19][CH2:18][CH2:17][CH2:16][C:9]=3[S:10][C:11]=2[NH2:12])[O:4][N:3]=1, predict the reactants needed to synthesize it. The reactants are: [CH3:1][C:2]1[N:6]=[C:5]([C:7]2[C:8]3[CH2:19][CH2:18][CH2:17][CH2:16][C:9]=3[S:10][C:11]=2[NH:12]C(=O)C)[O:4][N:3]=1.C[O-].[Na+]. (10) The reactants are: [Cl:1][C:2]1[CH:3]=[C:4]([CH:7]=[CH:8][CH:9]=1)[CH:5]=O.[C:10]([NH:13][NH2:14])([NH2:12])=[NH:11].Cl. Given the product [ClH:1].[Cl:1][C:2]1[CH:3]=[C:4]([CH:7]=[CH:8][CH:9]=1)[CH:5]=[N:14][NH:13][C:10]([NH2:12])=[NH:11], predict the reactants needed to synthesize it.